From a dataset of Reaction yield outcomes from USPTO patents with 853,638 reactions. Predict the reaction yield, written as a fraction of the theoretical maximum amount of product (1.0 means a 100% yield; for example, 0.34 means a 34% yield). The reactants are [CH2:1]([O:3][C:4]([C:6]1[C:10]2[N:11]=[CH:12][N:13]=[C:14](O)[C:9]=2[NH:8][CH:7]=1)=[O:5])[CH3:2].O=P(Cl)(Cl)[Cl:18]. The catalyst is CCOCC. The product is [CH2:1]([O:3][C:4]([C:6]1[C:10]2[N:11]=[CH:12][N:13]=[C:14]([Cl:18])[C:9]=2[NH:8][CH:7]=1)=[O:5])[CH3:2]. The yield is 0.830.